This data is from Forward reaction prediction with 1.9M reactions from USPTO patents (1976-2016). The task is: Predict the product of the given reaction. (1) Given the reactants [CH:1]([N:4]1[C:8]([C:9]([OH:11])=O)=[CH:7][CH:6]=[N:5]1)([CH3:3])[CH3:2].S(Cl)(Cl)=O.[NH2:16][C:17]1[CH:18]=[C:19]([CH:32]=[CH:33][CH:34]=1)[C:20]([C:22]1[CH:30]=[C:29]2[C:25]([CH2:26][C:27](=[O:31])[NH:28]2)=[CH:24][CH:23]=1)=[O:21], predict the reaction product. The product is: [O:31]=[C:27]1[CH2:26][C:25]2[C:29](=[CH:30][C:22]([C:20]([C:19]3[CH:18]=[C:17]([NH:16][C:9]([C:8]4[N:4]([CH:1]([CH3:2])[CH3:3])[N:5]=[CH:6][CH:7]=4)=[O:11])[CH:34]=[CH:33][CH:32]=3)=[O:21])=[CH:23][CH:24]=2)[NH:28]1. (2) Given the reactants N1C=CC=CC=1.[Cl:7][C:8]1[N:13]=[N:12][C:11]([NH2:14])=[CH:10][CH:9]=1.[C:15]1([CH3:25])[CH:20]=[CH:19][C:18]([S:21](Cl)(=[O:23])=[O:22])=[CH:17][CH:16]=1, predict the reaction product. The product is: [Cl:7][C:8]1[N:13]=[N:12][C:11]([NH:14][S:21]([C:18]2[CH:19]=[CH:20][C:15]([CH3:25])=[CH:16][CH:17]=2)(=[O:23])=[O:22])=[CH:10][CH:9]=1. (3) Given the reactants [C:1]1([CH2:11][NH:12][C:13]2[CH:18]=[CH:17][C:16]([C:19]#[N:20])=[CH:15][C:14]=2[NH2:21])[C:10]2[C:5](=[CH:6][CH:7]=[CH:8][CH:9]=2)[CH:4]=[CH:3][CH:2]=1.C(O[C:25]([S-])=[S:26])C.[K+].C, predict the reaction product. The product is: [C:1]1([CH2:11][N:12]2[C:13]3[CH:18]=[CH:17][C:16]([C:19]#[N:20])=[CH:15][C:14]=3[N:21]=[C:25]2[SH:26])[C:10]2[C:5](=[CH:6][CH:7]=[CH:8][CH:9]=2)[CH:4]=[CH:3][CH:2]=1. (4) Given the reactants [Cl:1][C:2]1[CH:3]=[CH:4][C:5]([C:25]#[N:26])=[C:6]([C:8]2[C:13]([O:14][CH3:15])=[CH:12][N:11]([CH2:16][C:17]([O:19][C:20]([CH3:23])([CH3:22])[CH3:21])=[O:18])[C:10](=[O:24])[CH:9]=2)[CH:7]=1.FC(F)(F)S(O[CH2:33][C@@H:34]1[CH2:39][CH2:38][CH2:37][CH2:36][O:35]1)(=O)=O, predict the reaction product. The product is: [Cl:1][C:2]1[CH:3]=[CH:4][C:5]([C:25]#[N:26])=[C:6]([C:8]2[C:13]([O:14][CH3:15])=[CH:12][N:11]([CH:16]([CH2:33][C@@H:34]3[CH2:39][CH2:38][CH2:37][CH2:36][O:35]3)[C:17]([O:19][C:20]([CH3:21])([CH3:22])[CH3:23])=[O:18])[C:10](=[O:24])[CH:9]=2)[CH:7]=1. (5) Given the reactants [CH2:1]([N:8]1[CH:12]([CH3:13])[C@H:11]([CH3:14])OS1(=O)=O)[C:2]1[CH:7]=[CH:6][CH:5]=[CH:4][CH:3]=1.[Br:17][C:18]1[CH:19]=[N:20][NH:21][CH:22]=1.C([O-])([O-])=O.[Cs+].[Cs+], predict the reaction product. The product is: [CH2:1]([NH:8][C@H:12]([CH:11]([N:20]1[CH:19]=[C:18]([Br:17])[CH:22]=[N:21]1)[CH3:14])[CH3:13])[C:2]1[CH:7]=[CH:6][CH:5]=[CH:4][CH:3]=1.